Dataset: Forward reaction prediction with 1.9M reactions from USPTO patents (1976-2016). Task: Predict the product of the given reaction. (1) Given the reactants [OH:1][CH2:2][CH2:3][CH:4]1[C:12]2[C:7](=[CH:8][CH:9]=[CH:10][CH:11]=2)[C:6](=[C:13]2[C:21]3[C:16](=[CH:17][CH:18]=[CH:19][CH:20]=3)[NH:15][C:14]2=[O:22])[O:5]1.C(N(CC)CC)C.[CH3:30][S:31](Cl)(=[O:33])=[O:32], predict the reaction product. The product is: [O:22]=[C:14]1[C:13](=[C:6]2[C:7]3[C:12](=[CH:11][CH:10]=[CH:9][CH:8]=3)[CH:4]([CH2:3][CH2:2][O:1][S:31]([CH3:30])(=[O:33])=[O:32])[O:5]2)[C:21]2[C:16](=[CH:17][CH:18]=[CH:19][CH:20]=2)[NH:15]1. (2) The product is: [CH2:2]([O:4][C:5](=[O:6])[C:7]1[CH:12]=[CH:11][N:10]=[CH:9][C:8]=1[NH:13][C:20]([O:39][CH2:38][C:36]1[O:37][C:33]2[CH:32]=[CH:31][C:30]([C:24]3[CH:25]=[CH:26][CH:27]=[CH:28][CH:29]=3)=[CH:40][C:34]=2[CH:35]=1)=[O:21])[CH3:3]. Given the reactants Cl.[CH2:2]([O:4][C:5]([C:7]1[CH:12]=[CH:11][N:10]=[CH:9][C:8]=1[NH2:13])=[O:6])[CH3:3].N1C=CC=CC=1.[C:20](Cl)(Cl)=[O:21].[C:24]1([C:30]2[CH:31]=[CH:32][C:33]3[O:37][C:36]([CH2:38][OH:39])=[CH:35][C:34]=3[CH:40]=2)[CH:29]=[CH:28][CH:27]=[CH:26][CH:25]=1, predict the reaction product. (3) The product is: [C:1]([C:5]1[CH:6]=[C:7]([CH:9]=[CH:10][CH:11]=1)[NH:8][CH2:12][CH2:13][CH2:14][CH3:15])([CH3:4])([CH3:2])[CH3:3]. Given the reactants [C:1]([C:5]1[CH:6]=[C:7]([CH:9]=[CH:10][CH:11]=1)[NH2:8])([CH3:4])([CH3:3])[CH3:2].[CH:12](=O)[CH2:13][CH2:14][CH3:15], predict the reaction product. (4) Given the reactants [CH3:1][C:2]([C:6]1[CH:11]=[CH:10][CH:9]=[C:8]([N+:12]([O-])=O)[CH:7]=1)([CH3:5])[C:3]#[N:4], predict the reaction product. The product is: [NH2:12][C:8]1[CH:7]=[C:6]([C:2]([CH3:5])([CH3:1])[C:3]#[N:4])[CH:11]=[CH:10][CH:9]=1. (5) Given the reactants [F:1][C:2]([F:43])([F:42])[C:3]1[CH:4]=[C:5]([C:13]([CH3:41])([CH3:40])[C:14]([NH:16][C:17]2[C:18]([C:33]3[CH:38]=[CH:37][CH:36]=[CH:35][C:34]=3[CH3:39])=[C:19]3[C:24](=[CH:25][CH:26]=2)[N:23]=[C:22]([N:27]2[CH2:32][CH2:31][O:30][CH2:29][CH2:28]2)[CH:21]=[CH:20]3)=[O:15])[CH:6]=[C:7]([C:9]([F:12])([F:11])[F:10])[CH:8]=1.[CH3:44][Si]([N-][Si](C)(C)C)(C)C.[K+].CI, predict the reaction product. The product is: [F:43][C:2]([F:42])([F:1])[C:3]1[CH:4]=[C:5]([C:13]([CH3:40])([CH3:41])[C:14]([N:16]([CH3:44])[C:17]2[C:18]([C:33]3[CH:38]=[CH:37][CH:36]=[CH:35][C:34]=3[CH3:39])=[C:19]3[C:24](=[CH:25][CH:26]=2)[N:23]=[C:22]([N:27]2[CH2:32][CH2:31][O:30][CH2:29][CH2:28]2)[CH:21]=[CH:20]3)=[O:15])[CH:6]=[C:7]([C:9]([F:11])([F:12])[F:10])[CH:8]=1.